This data is from CYP2D6 inhibition data for predicting drug metabolism from PubChem BioAssay. The task is: Regression/Classification. Given a drug SMILES string, predict its absorption, distribution, metabolism, or excretion properties. Task type varies by dataset: regression for continuous measurements (e.g., permeability, clearance, half-life) or binary classification for categorical outcomes (e.g., BBB penetration, CYP inhibition). Dataset: cyp2d6_veith. (1) The compound is CN(C)c1ccc(-c2cncnc2Nc2ccc(F)cc2)cc1. The result is 1 (inhibitor). (2) The molecule is CC(=O)N/N=C/c1cc([N+](=O)[O-])ccc1OCCOc1ccccc1. The result is 1 (inhibitor). (3) The compound is O=C(COc1ccc(Cl)cc1)N1CCN(Cc2ccc3c(c2)OCO3)CC1. The result is 1 (inhibitor). (4) The molecule is Clc1cnc(Oc2ccc(Oc3ncc(Cl)cc3Cl)cc2)c(Cl)c1. The result is 0 (non-inhibitor).